From a dataset of Full USPTO retrosynthesis dataset with 1.9M reactions from patents (1976-2016). Predict the reactants needed to synthesize the given product. (1) Given the product [CH3:22][S:23]([O:14][CH2:13][CH:10]1[CH2:11][CH2:12][N:7]([C:4]2[CH:5]=[CH:6][N:1]=[CH:2][N:3]=2)[CH2:8][CH2:9]1)(=[O:25])=[O:24], predict the reactants needed to synthesize it. The reactants are: [N:1]1[CH:6]=[CH:5][C:4]([N:7]2[CH2:12][CH2:11][CH:10]([CH2:13][OH:14])[CH2:9][CH2:8]2)=[N:3][CH:2]=1.C(N(CC)CC)C.[CH3:22][S:23](Cl)(=[O:25])=[O:24].C(=O)(O)[O-].[Na+]. (2) Given the product [C:1]([C:5]1[O:9][CH:8]=[N:7][C:6]=1[CH:10]=[O:18])([CH3:2])([CH3:3])[CH3:4], predict the reactants needed to synthesize it. The reactants are: [C:1]([C:5]1[O:9][CH:8]=[N:7][C:6]=1[CH:10]=C(O)C(O)=O)([CH3:4])([CH3:3])[CH3:2].CC(C)=[O:18]. (3) Given the product [F:1][C:2]1[CH:3]=[C:4]([OH:10])[CH:5]=[CH:6][C:7]=1[S:8]([CH3:9])(=[O:11])=[O:17], predict the reactants needed to synthesize it. The reactants are: [F:1][C:2]1[CH:3]=[C:4]([OH:10])[CH:5]=[CH:6][C:7]=1[S:8][CH3:9].[OH:11]OS([O-])=O.[K+].[OH2:17]. (4) Given the product [N:14]1([C:2]2[C:3]3[S:10][C:9]([C:11]([NH2:13])=[O:12])=[CH:8][C:4]=3[N:5]=[CH:6][N:7]=2)[CH2:19][CH2:18][CH2:17][CH2:16][CH2:15]1, predict the reactants needed to synthesize it. The reactants are: Cl[C:2]1[C:3]2[S:10][C:9]([C:11]([NH2:13])=[O:12])=[CH:8][C:4]=2[N:5]=[CH:6][N:7]=1.[NH:14]1[CH2:19][CH2:18][CH2:17][CH2:16][CH2:15]1. (5) Given the product [Cl:1][C:2]1[C:10]2[CH:9]=[C:8]([C:11]([OH:13])=[O:12])[S:7][C:6]=2[CH:5]=[CH:4][C:3]=1[Cl:15], predict the reactants needed to synthesize it. The reactants are: [Cl:1][C:2]1[C:10]2[CH:9]=[C:8]([C:11]([O:13]C)=[O:12])[S:7][C:6]=2[CH:5]=[CH:4][C:3]=1[Cl:15].O.[OH-].[Li+].O.